This data is from Peptide-MHC class I binding affinity with 185,985 pairs from IEDB/IMGT. The task is: Regression. Given a peptide amino acid sequence and an MHC pseudo amino acid sequence, predict their binding affinity value. This is MHC class I binding data. The peptide sequence is FRYEFTAPF. The MHC is HLA-A25:01 with pseudo-sequence HLA-A25:01. The binding affinity (normalized) is 0.0847.